The task is: Regression. Given a peptide amino acid sequence and an MHC pseudo amino acid sequence, predict their binding affinity value. This is MHC class I binding data.. This data is from Peptide-MHC class I binding affinity with 185,985 pairs from IEDB/IMGT. (1) The peptide sequence is ATPHSVWVF. The MHC is HLA-A26:01 with pseudo-sequence HLA-A26:01. The binding affinity (normalized) is 0.182. (2) The peptide sequence is KAMRPWQSF. The MHC is HLA-B83:01 with pseudo-sequence HLA-B83:01. The binding affinity (normalized) is 0.655. (3) The peptide sequence is RVHFHRFMY. The MHC is HLA-A02:19 with pseudo-sequence HLA-A02:19. The binding affinity (normalized) is 0.0847. (4) The peptide sequence is GPCKNVSTV. The MHC is H-2-Db with pseudo-sequence H-2-Db. The binding affinity (normalized) is 0.190. (5) The peptide sequence is AHAGARVNL. The MHC is HLA-B53:01 with pseudo-sequence HLA-B53:01. The binding affinity (normalized) is 0.213.